From a dataset of hERG potassium channel inhibition data for cardiac toxicity prediction from Karim et al.. Regression/Classification. Given a drug SMILES string, predict its toxicity properties. Task type varies by dataset: regression for continuous values (e.g., LD50, hERG inhibition percentage) or binary classification for toxic/non-toxic outcomes (e.g., AMES mutagenicity, cardiotoxicity, hepatotoxicity). Dataset: herg_karim. The molecule is O=C1N(CCN2Cc3ccccc3C2)CCN1c1cccc(OC(F)(F)F)c1. The result is 1 (blocker).